From a dataset of Forward reaction prediction with 1.9M reactions from USPTO patents (1976-2016). Predict the product of the given reaction. (1) Given the reactants [C:1]1([CH3:10])[C:2]([C:7]([OH:9])=[O:8])=[CH:3][CH:4]=[CH:5][CH:6]=1.S(OC)(O[CH3:15])(=O)=O.C([O-])([O-])=O.[K+].[K+], predict the reaction product. The product is: [CH3:15][O:8][C:7](=[O:9])[C:2]1[CH:3]=[CH:4][CH:5]=[CH:6][C:1]=1[CH3:10]. (2) Given the reactants [CH2:1]([NH2:9])[CH2:2][C:3]1[CH:8]=[CH:7][CH:6]=[CH:5][CH:4]=1.[C:10](OC(=O)C)(=[O:12])[CH3:11], predict the reaction product. The product is: [CH2:1]([NH:9][C:10](=[O:12])[CH3:11])[CH2:2][C:3]1[CH:8]=[CH:7][CH:6]=[CH:5][CH:4]=1. (3) Given the reactants [CH3:1][O:2][C:3]1[CH:9]=[C:8]([N+:10]([O-:12])=[O:11])[CH:7]=[CH:6][C:4]=1[NH2:5].N1C=CC=CC=1.[C:19](Cl)([O:21][CH2:22][CH:23]1[C:35]2[C:30](=[CH:31][CH:32]=[CH:33][CH:34]=2)[C:29]2[C:24]1=[CH:25][CH:26]=[CH:27][CH:28]=2)=[O:20], predict the reaction product. The product is: [CH:34]1[C:35]2[CH:23]([CH2:22][O:21][C:19](=[O:20])[NH:5][C:4]3[CH:6]=[CH:7][C:8]([N+:10]([O-:12])=[O:11])=[CH:9][C:3]=3[O:2][CH3:1])[C:24]3[C:29](=[CH:28][CH:27]=[CH:26][CH:25]=3)[C:30]=2[CH:31]=[CH:32][CH:33]=1.